Dataset: Full USPTO retrosynthesis dataset with 1.9M reactions from patents (1976-2016). Task: Predict the reactants needed to synthesize the given product. (1) Given the product [O:26]1[C:27]2[CH:35]=[CH:34][C:33]([NH:36][C:2]3[C:11]4=[N:12][NH:13][CH:14]=[C:10]4[C:9]4[CH:8]=[CH:7][CH:6]=[C:5]([O:24][CH3:25])[C:4]=4[N:3]=3)=[CH:32][C:28]=2[O:29][CH2:30][CH2:31]1, predict the reactants needed to synthesize it. The reactants are: Cl[C:2]1[C:11]2=[N:12][N:13](CC3C=CC(OC)=CC=3)[CH:14]=[C:10]2[C:9]2[CH:8]=[CH:7][CH:6]=[C:5]([O:24][CH3:25])[C:4]=2[N:3]=1.[O:26]1[CH2:31][CH2:30][O:29][C:28]2[CH:32]=[C:33]([NH2:36])[CH:34]=[CH:35][C:27]1=2.Cl. (2) Given the product [F:30][C:26]1[CH:27]=[CH:28][CH:29]=[C:2]([F:1])[C:3]=1[C:4]([NH:6][C:7]1[S:8][C:9]([C:16]2[CH:21]=[CH:20][CH:19]=[C:18]([C:22]([F:23])([F:24])[F:25])[CH:17]=2)=[C:10]([C:12]([OH:14])=[O:13])[N:11]=1)=[O:5], predict the reactants needed to synthesize it. The reactants are: [F:1][C:2]1[CH:29]=[CH:28][CH:27]=[C:26]([F:30])[C:3]=1[C:4]([NH:6][C:7]1[S:8][C:9]([C:16]2[CH:21]=[CH:20][CH:19]=[C:18]([C:22]([F:25])([F:24])[F:23])[CH:17]=2)=[C:10]([C:12]([O:14]C)=[O:13])[N:11]=1)=[O:5].[OH-].[Na+].Cl. (3) Given the product [NH:1]([C:8]1[N:18]([C:19]2[CH:24]=[CH:23][CH:22]=[CH:21][CH:20]=2)[C:25](=[O:28])[CH:26]=[CH:27][C:9]=1[C:10](=[O:11])[C:12]1[CH:13]=[CH:14][CH:15]=[CH:16][CH:17]=1)[C:2]1[CH:3]=[CH:4][CH:5]=[CH:6][CH:7]=1, predict the reactants needed to synthesize it. The reactants are: [NH:1]([C:8]([NH:18][C:19]1[CH:24]=[CH:23][CH:22]=[CH:21][CH:20]=1)=[CH:9][C:10]([C:12]1[CH:17]=[CH:16][CH:15]=[CH:14][CH:13]=1)=[O:11])[C:2]1[CH:7]=[CH:6][CH:5]=[CH:4][CH:3]=1.[C:25](O)(=[O:28])[C:26]#[CH:27].N1(C(N2C=CN=C2)=O)C=CN=C1.